Dataset: Full USPTO retrosynthesis dataset with 1.9M reactions from patents (1976-2016). Task: Predict the reactants needed to synthesize the given product. (1) Given the product [CH3:36][O:35][C:32]1[CH:33]=[CH:34][C:29]([CH2:28][NH:25][C:26]([N:21]2[C:22]([CH3:23])=[C:18]([CH2:17][C:10]3[C:11]4[C:12](=[N:13][CH:14]=[CH:15][CH:16]=4)[NH:8][CH:9]=3)[C:19]([CH3:24])=[N:20]2)=[O:27])=[CH:30][CH:31]=1, predict the reactants needed to synthesize it. The reactants are: C(OC([N:8]1[C:12]2=[N:13][CH:14]=[CH:15][CH:16]=[C:11]2[C:10]([CH2:17][C:18]2[C:19]([CH3:24])=[N:20][NH:21][C:22]=2[CH3:23])=[CH:9]1)=O)(C)(C)C.[N:25]([CH2:28][C:29]1[CH:34]=[CH:33][C:32]([O:35][CH3:36])=[CH:31][CH:30]=1)=[C:26]=[O:27].C(O)(=O)C. (2) The reactants are: Cl[C:2]1[N:10]=[CH:9][C:8]([F:11])=[CH:7][C:3]=1[C:4]([OH:6])=[O:5].[I:12][C:13]1[CH:14]=[C:15]([CH:17]=[CH:18][CH:19]=1)[NH2:16].CC1C=CC(S(O)(=O)=O)=CC=1. Given the product [F:11][C:8]1[CH:9]=[N:10][C:2]([NH:16][C:15]2[CH:17]=[CH:18][CH:19]=[C:13]([I:12])[CH:14]=2)=[C:3]([CH:7]=1)[C:4]([OH:6])=[O:5], predict the reactants needed to synthesize it. (3) Given the product [CH3:22][C:23]1[CH:28]=[C:27]([CH3:29])[CH:26]=[CH:25][C:24]=1[CH:30]([C:32]1[CH:37]=[CH:36][CH:35]=[CH:34][CH:33]=1)[NH:31][C:13](=[O:15])[CH2:12][C:9]1[CH:10]=[CH:11][C:5]2[O:4][C:3]([CH:2]([OH:1])[C:16]3[CH:17]=[CH:18][N:19]=[CH:20][CH:21]=3)=[CH:7][C:6]=2[CH:8]=1, predict the reactants needed to synthesize it. The reactants are: [OH:1][CH:2]([C:16]1[CH:21]=[CH:20][N:19]=[CH:18][CH:17]=1)[C:3]1[O:4][C:5]2[CH:11]=[CH:10][C:9]([CH2:12][C:13]([OH:15])=O)=[CH:8][C:6]=2[CH:7]=1.[CH3:22][C:23]1[CH:28]=[C:27]([CH3:29])[CH:26]=[CH:25][C:24]=1[CH:30]([C:32]1[CH:37]=[CH:36][CH:35]=[CH:34][CH:33]=1)[NH2:31]. (4) Given the product [CH3:23][C:22]1[O:21][C:20]([C:24]2[CH:25]=[CH:26][CH:27]=[CH:28][CH:29]=2)=[N:19][C:18]=1[CH2:17][O:16][C:13]1[CH:12]=[CH:11][C:10]([CH2:9][OH:8])=[CH:15][CH:14]=1, predict the reactants needed to synthesize it. The reactants are: [H-].[Al+3].[Li+].[H-].[H-].[H-].C[O:8][C:9](=O)[C:10]1[CH:15]=[CH:14][C:13]([O:16][CH2:17][C:18]2[N:19]=[C:20]([C:24]3[CH:29]=[CH:28][CH:27]=[CH:26][CH:25]=3)[O:21][C:22]=2[CH3:23])=[CH:12][CH:11]=1.